From a dataset of Full USPTO retrosynthesis dataset with 1.9M reactions from patents (1976-2016). Predict the reactants needed to synthesize the given product. (1) Given the product [F:1][C:2]1[CH:7]=[CH:6][CH:5]=[CH:4][C:3]=1[N:8]1[C:12]([CH2:13][O:14][C:15]2[CH:23]=[CH:22][C:18]([C:19]([NH:25][CH:26]3[CH2:31][CH2:30][O:29][CH2:28][CH2:27]3)=[O:21])=[CH:17][N:16]=2)=[C:11]([CH3:24])[N:10]=[N:9]1, predict the reactants needed to synthesize it. The reactants are: [F:1][C:2]1[CH:7]=[CH:6][CH:5]=[CH:4][C:3]=1[N:8]1[C:12]([CH2:13][O:14][C:15]2[CH:23]=[CH:22][C:18]([C:19]([OH:21])=O)=[CH:17][N:16]=2)=[C:11]([CH3:24])[N:10]=[N:9]1.[NH2:25][CH:26]1[CH2:31][CH2:30][O:29][CH2:28][CH2:27]1. (2) Given the product [C:1]([O:5][C:6](=[O:41])[NH:7][CH2:8][CH2:9][CH:10]1[CH2:11][CH2:12][N:13]([C:16](=[O:40])[C:17]2[CH:22]=[C:21]([O:23][C:43]3[CH:50]=[CH:49][C:46]([C:47]#[N:48])=[CH:45][CH:44]=3)[CH:20]=[C:19]([O:24][C:25]3[CH:30]=[CH:29][C:28]([CH2:31][NH:32][C:33]([O:35][C:36]([CH3:39])([CH3:38])[CH3:37])=[O:34])=[CH:27][CH:26]=3)[CH:18]=2)[CH2:14][CH2:15]1)([CH3:3])([CH3:2])[CH3:4], predict the reactants needed to synthesize it. The reactants are: [C:1]([O:5][C:6](=[O:41])[NH:7][CH2:8][CH2:9][CH:10]1[CH2:15][CH2:14][N:13]([C:16](=[O:40])[C:17]2[CH:22]=[C:21]([OH:23])[CH:20]=[C:19]([O:24][C:25]3[CH:30]=[CH:29][C:28]([CH2:31][NH:32][C:33]([O:35][C:36]([CH3:39])([CH3:38])[CH3:37])=[O:34])=[CH:27][CH:26]=3)[CH:18]=2)[CH2:12][CH2:11]1)([CH3:4])([CH3:3])[CH3:2].F[C:43]1[CH:50]=[CH:49][C:46]([C:47]#[N:48])=[CH:45][CH:44]=1. (3) Given the product [NH:1]1[C:9]2[C:4](=[CH:5][CH:6]=[CH:7][CH:8]=2)[C:3]([CH2:10][C:11]2[C:12]([OH:22])=[CH:13][C:14]([NH:21][C:33]([NH:54][CH2:53][CH2:52][N:49]3[CH2:50][CH2:51][N:46]([CH3:45])[CH2:47][CH2:48]3)=[O:34])=[CH:15][C:16]=2[CH2:17][CH2:18][CH2:19][CH3:20])=[CH:2]1, predict the reactants needed to synthesize it. The reactants are: [NH:1]1[C:9]2[C:4](=[CH:5][CH:6]=[CH:7][CH:8]=2)[C:3]([CH2:10][C:11]2[C:16]([CH2:17][CH2:18][CH2:19][CH3:20])=[CH:15][C:14]([NH2:21])=[CH:13][C:12]=2[OH:22])=[CH:2]1.C(N(C(C)C)CC)(C)C.Cl[C:33](OC1C=CC([N+]([O-])=O)=CC=1)=[O:34].[CH3:45][N:46]1[CH2:51][CH2:50][N:49]([CH2:52][CH2:53][NH2:54])[CH2:48][CH2:47]1. (4) Given the product [CH3:1][C:2]1[CH:3]=[C:4]([CH:16]=[CH:17][CH:18]=1)[CH2:5][C:6]1[O:10][N:9]=[C:8]([C:11]([OH:13])=[O:12])[CH:7]=1, predict the reactants needed to synthesize it. The reactants are: [CH3:1][C:2]1[CH:3]=[C:4]([CH:16]=[CH:17][CH:18]=1)[CH2:5][C:6]1[O:10][N:9]=[C:8]([C:11]([O:13]CC)=[O:12])[CH:7]=1.C(O)C.[OH-].[Na+].